The task is: Predict the product of the given reaction.. This data is from Forward reaction prediction with 1.9M reactions from USPTO patents (1976-2016). (1) Given the reactants [NH2:1][C:2]1[C:7]([CH3:8])=[C:6]([C:9]2[CH:14]=[CH:13][C:12]([C:15]([F:18])([F:17])[F:16])=[C:11]([F:19])[CH:10]=2)[N:5]=[C:4]([C:20]([O:22]C)=[O:21])[C:3]=1[Cl:24].[OH-].[Na+].Cl, predict the reaction product. The product is: [NH2:1][C:2]1[C:7]([CH3:8])=[C:6]([C:9]2[CH:14]=[CH:13][C:12]([C:15]([F:17])([F:16])[F:18])=[C:11]([F:19])[CH:10]=2)[N:5]=[C:4]([C:20]([OH:22])=[O:21])[C:3]=1[Cl:24]. (2) Given the reactants [C:1]1([C:7]2[CH:8]=[CH:9][C:10]([C:13]3[CH:54]=[CH:53][C:16]([CH2:17][C:18]4[N:19]([C:31]5[CH:36]=[CH:35][C:34]([N:37]6[S:41](=[O:43])(=[O:42])[N:40]([CH2:44][O:45][CH2:46][CH2:47][Si:48]([CH3:51])([CH3:50])[CH3:49])[C:39](=[O:52])[CH2:38]6)=[CH:33][CH:32]=5)[CH:20]=[C:21]([C:23]5[CH:28]=[CH:27][C:26]([Cl:29])=[CH:25][C:24]=5[Cl:30])[N:22]=4)=[CH:15][CH:14]=3)=[N:11][CH:12]=2)[CH2:6][CH2:5][CH2:4][CH2:3][CH:2]=1, predict the reaction product. The product is: [CH:1]1([C:7]2[CH:8]=[CH:9][C:10]([C:13]3[CH:54]=[CH:53][C:16]([CH2:17][C:18]4[N:19]([C:31]5[CH:36]=[CH:35][C:34]([N:37]6[S:41](=[O:43])(=[O:42])[N:40]([CH2:44][O:45][CH2:46][CH2:47][Si:48]([CH3:49])([CH3:50])[CH3:51])[C:39](=[O:52])[CH2:38]6)=[CH:33][CH:32]=5)[CH:20]=[C:21]([C:23]5[CH:28]=[CH:27][C:26]([Cl:29])=[CH:25][C:24]=5[Cl:30])[N:22]=4)=[CH:15][CH:14]=3)=[N:11][CH:12]=2)[CH2:2][CH2:3][CH2:4][CH2:5][CH2:6]1. (3) Given the reactants [N+:1]([C:4]1[CH:9]=[CH:8][C:7]([NH:10][C:11]2[C:16]([OH:17])=[CH:15][CH:14]=[CH:13][N:12]=2)=[CH:6][CH:5]=1)([O-])=O.C1(N)C(F)=C(F)C(F)=C(N)C=1F.[ClH:30].Cl, predict the reaction product. The product is: [ClH:30].[ClH:30].[NH2:1][C:4]1[CH:5]=[CH:6][C:7]([NH:10][C:11]2[C:16]([OH:17])=[CH:15][CH:14]=[CH:13][N:12]=2)=[CH:8][CH:9]=1. (4) Given the reactants [OH:1][C:2]1[CH:3]=[C:4]([CH:9]=[C:10]([OH:12])[CH:11]=1)[C:5]([O:7][CH3:8])=[O:6].[H-].[Na+].I[CH3:16].Cl, predict the reaction product. The product is: [OH:1][C:2]1[CH:3]=[C:4]([CH:9]=[C:10]([O:12][CH3:16])[CH:11]=1)[C:5]([O:7][CH3:8])=[O:6]. (5) Given the reactants [C:1]([C:3]1[C:4]([N:16]2[CH2:19][CH:18]([C:20](O)=[O:21])[CH2:17]2)=[N:5][C:6]([O:14][CH3:15])=[C:7]([C:9]([O:11][CH2:12][CH3:13])=[O:10])[CH:8]=1)#[N:2].[Cl:23][C:24]1[CH:29]=[CH:28][C:27]([CH2:30][S:31]([NH2:34])(=[O:33])=[O:32])=[CH:26][CH:25]=1, predict the reaction product. The product is: [CH2:12]([O:11][C:9](=[O:10])[C:7]1[CH:8]=[C:3]([C:1]#[N:2])[C:4]([N:16]2[CH2:19][CH:18]([C:20](=[O:21])[NH:34][S:31]([CH2:30][C:27]3[CH:28]=[CH:29][C:24]([Cl:23])=[CH:25][CH:26]=3)(=[O:33])=[O:32])[CH2:17]2)=[N:5][C:6]=1[O:14][CH3:15])[CH3:13]. (6) Given the reactants [CH2:1]([O:8][C:9]1[CH:10]=[CH:11][C:12]([CH:18]=[CH:19][C:20]([O:22][C:23]([CH3:26])([CH3:25])[CH3:24])=[O:21])=[C:13]([CH:17]=1)[C:14]([OH:16])=O)[C:2]1[CH:7]=[CH:6][CH:5]=[CH:4][CH:3]=1.[CH2:27]([NH2:34])[C:28]1[CH:33]=[CH:32][CH:31]=[CH:30][CH:29]=1.C(Cl)CCl, predict the reaction product. The product is: [C:23]([O:22][C:20](=[O:21])[CH:19]=[CH:18][C:12]1[CH:11]=[CH:10][C:9]([O:8][CH2:1][C:2]2[CH:7]=[CH:6][CH:5]=[CH:4][CH:3]=2)=[CH:17][C:13]=1[C:14]([NH:34][CH2:27][C:28]1[CH:33]=[CH:32][CH:31]=[CH:30][CH:29]=1)=[O:16])([CH3:25])([CH3:24])[CH3:26].